Predict the product of the given reaction. From a dataset of Forward reaction prediction with 1.9M reactions from USPTO patents (1976-2016). Given the reactants [CH3:1][O:2][C:3]1[C:4]([N+:17]([O-])=O)=[CH:5][C:6]2[C:12]([CH3:14])([CH3:13])[CH2:11][CH2:10][C:9](=[O:15])[NH:8][C:7]=2[CH:16]=1, predict the reaction product. The product is: [NH2:17][C:4]1[C:3]([O:2][CH3:1])=[CH:16][C:7]2[NH:8][C:9](=[O:15])[CH2:10][CH2:11][C:12]([CH3:14])([CH3:13])[C:6]=2[CH:5]=1.